From a dataset of Forward reaction prediction with 1.9M reactions from USPTO patents (1976-2016). Predict the product of the given reaction. (1) Given the reactants [CH2:9]([Te:8][Te:8][CH2:9][C@H:10]([NH2:14])[C:11]([OH:13])=[O:12])[C@H:10]([NH2:14])[C:11]([OH:13])=[O:12].[BH4-].[Na+].Cl.[CH3:18][C:19]1[CH:26]=[CH:25][C:22]([CH2:23][Cl:24])=[CH:21][CH:20]=1, predict the reaction product. The product is: [ClH:24].[CH3:18][C:19]1[CH:26]=[CH:25][C:22]([CH2:23][Te:8][CH2:9][C@@H:10]([C:11]([OH:13])=[O:12])[NH2:14])=[CH:21][CH:20]=1. (2) Given the reactants [NH2:1][C:2]1[CH:3]=[CH:4][CH:5]=[C:6]2[C:11]=1[N:10]=[CH:9][CH:8]=[CH:7]2.[Cl:12][C:13]1[CH:18]=[CH:17][CH:16]=[C:15]([Cl:19])[C:14]=1[S:20](Cl)(=[O:22])=[O:21], predict the reaction product. The product is: [Cl:12][C:13]1[CH:18]=[CH:17][CH:16]=[C:15]([Cl:19])[C:14]=1[S:20]([NH:1][C:2]1[CH:3]=[CH:4][CH:5]=[C:6]2[C:11]=1[N:10]=[CH:9][CH:8]=[CH:7]2)(=[O:22])=[O:21]. (3) Given the reactants FC(F)(F)S(O[C:7]1[CH:12]=[CH:11][N:10]([CH2:13][C:14]2[CH:19]=[CH:18][CH:17]=[C:16]([F:20])[CH:15]=2)[C:9](=[O:21])[C:8]=1[Br:22])(=O)=O.[K+].[Br-:26].C1OCCOCCOCCOCCOCCOC1, predict the reaction product. The product is: [Br:22][C:8]1[C:9](=[O:21])[N:10]([CH2:13][C:14]2[CH:19]=[CH:18][CH:17]=[C:16]([F:20])[CH:15]=2)[CH:11]=[CH:12][C:7]=1[Br:26].